Task: Predict the reactants needed to synthesize the given product.. Dataset: Full USPTO retrosynthesis dataset with 1.9M reactions from patents (1976-2016) (1) Given the product [CH3:10][O:11][C:12]([C:14]1[CH:15]=[C:16]([CH3:36])[C:17]2[O:23][C:22]3[C:24]([Cl:32])=[CH:25][C:26]([NH:28][CH2:29][CH2:30][NH:9][CH2:8][CH2:7][N:1]4[CH2:6][CH2:5][O:4][CH2:3][CH2:2]4)=[CH:27][C:21]=3[CH2:20][S:19](=[O:33])(=[O:34])[C:18]=2[CH:35]=1)=[O:13], predict the reactants needed to synthesize it. The reactants are: [N:1]1([CH2:7][CH2:8][NH2:9])[CH2:6][CH2:5][O:4][CH2:3][CH2:2]1.[CH3:10][O:11][C:12]([C:14]1[CH:15]=[C:16]([CH3:36])[C:17]2[O:23][C:22]3[C:24]([Cl:32])=[CH:25][C:26]([NH:28][CH2:29][CH2:30]Cl)=[CH:27][C:21]=3[CH2:20][S:19](=[O:34])(=[O:33])[C:18]=2[CH:35]=1)=[O:13].O. (2) Given the product [CH3:21][C:22]1[N:23]=[C:24]([C:2]2[C:7]([C:8]3[CH:9]=[CH:10][C:11]4[N:12]([CH:14]=[C:15]([NH:17][C:18](=[O:20])[CH3:19])[N:16]=4)[CH:13]=3)=[CH:6][CH:5]=[CH:4][N:3]=2)[CH:25]=[CH:26][CH:27]=1, predict the reactants needed to synthesize it. The reactants are: Cl[C:2]1[C:7]([C:8]2[CH:9]=[CH:10][C:11]3[N:12]([CH:14]=[C:15]([NH:17][C:18](=[O:20])[CH3:19])[N:16]=3)[CH:13]=2)=[CH:6][CH:5]=[CH:4][N:3]=1.[CH3:21][C:22]1[CH:27]=[CH:26][CH:25]=[C:24]([Sn](CCCC)(CCCC)CCCC)[N:23]=1. (3) Given the product [F:16][C:17]([F:22])([F:21])[C:18]([OH:20])=[O:19].[F:23][C:24]([F:29])([F:28])[C:25]([OH:27])=[O:26].[C:31]1([C:7]2[CH:12]=[CH:11][CH:10]=[CH:9][CH:8]=2)[CH:78]=[CH:77][CH:76]=[C:33]([CH2:34][CH2:35][NH:36][CH2:37][CH2:38][C:39]([N:41]([CH:42]2[CH2:43][CH2:44][CH2:45][CH2:46][CH2:47][CH2:48]2)[CH2:49][CH2:50][NH:51][CH2:62][CH2:63][C:64]2[CH:73]=[CH:72][C:71]([OH:74])=[C:70]3[C:65]=2[CH:66]=[CH:67][C:68](=[O:75])[NH:69]3)=[O:40])[CH:32]=1, predict the reactants needed to synthesize it. The reactants are: C(=O)([O-])[O-].[K+].[K+].[C:7]1(B(O)O)[CH:12]=[CH:11][CH:10]=[CH:9][CH:8]=1.[F:16][C:17]([F:22])([F:21])[C:18]([OH:20])=[O:19].[F:23][C:24]([F:29])([F:28])[C:25]([OH:27])=[O:26].Br[C:31]1[CH:32]=[C:33]([CH:76]=[CH:77][CH:78]=1)[CH2:34][CH2:35][NH:36][CH2:37][CH2:38][C:39]([N:41]([CH2:49][CH2:50][N:51]([CH2:62][CH2:63][C:64]1[CH:73]=[CH:72][C:71]([OH:74])=[C:70]2[C:65]=1[CH:66]=[CH:67][C:68](=[O:75])[NH:69]2)C(=O)OCC1C=CC=CC=1)[CH:42]1[CH2:48][CH2:47][CH2:46][CH2:45][CH2:44][CH2:43]1)=[O:40]. (4) Given the product [CH2:1]([N:3]1[C:15]2[CH:14]=[CH:13][C:12]([C:16](=[O:18])[CH2:17][C:30](=[O:32])[CH3:29])=[CH:11][C:10]=2[C:9]2[C:4]1=[CH:5][CH:6]=[C:7]([C:19](=[O:28])[C:20]1[CH:25]=[CH:24][C:23]([F:26])=[CH:22][C:21]=1[CH3:27])[CH:8]=2)[CH3:2], predict the reactants needed to synthesize it. The reactants are: [CH2:1]([N:3]1[C:15]2[CH:14]=[CH:13][C:12]([C:16](=[O:18])[CH3:17])=[CH:11][C:10]=2[C:9]2[C:4]1=[CH:5][CH:6]=[C:7]([C:19](=[O:28])[C:20]1[CH:25]=[CH:24][C:23]([F:26])=[CH:22][C:21]=1[CH3:27])[CH:8]=2)[CH3:2].[CH3:29][C:30](C)([O-:32])C.[K+].CCCCCC. (5) Given the product [NH2:3][CH:12]([CH2:25][O:26][CH:27]([CH3:29])[CH3:28])[CH2:13][NH:14][C:15](=[O:24])[O:16][CH2:17][C:18]1[CH:23]=[CH:22][CH:21]=[CH:20][CH:19]=1, predict the reactants needed to synthesize it. The reactants are: O=C1C2C(=CC=CC=2)C(=O)[N:3]1[CH:12]([CH2:25][O:26][CH:27]([CH3:29])[CH3:28])[CH2:13][NH:14][C:15](=[O:24])[O:16][CH2:17][C:18]1[CH:23]=[CH:22][CH:21]=[CH:20][CH:19]=1.CN.